This data is from Full USPTO retrosynthesis dataset with 1.9M reactions from patents (1976-2016). The task is: Predict the reactants needed to synthesize the given product. Given the product [C:1]([C:3]1[CH:4]=[C:5]([CH:20]=[CH:21][CH:22]=1)[O:6][C:7]1[CH:19]=[CH:18][C:10]([C:11]([OH:13])=[O:12])=[CH:9][CH:8]=1)#[N:2], predict the reactants needed to synthesize it. The reactants are: [C:1]([C:3]1[CH:4]=[C:5]([CH:20]=[CH:21][CH:22]=1)[O:6][C:7]1[CH:19]=[CH:18][C:10]([C:11]([O:13]C(C)(C)C)=[O:12])=[CH:9][CH:8]=1)#[N:2].FC(F)(F)C(O)=O.O.